From a dataset of Full USPTO retrosynthesis dataset with 1.9M reactions from patents (1976-2016). Predict the reactants needed to synthesize the given product. (1) Given the product [F:39][C:40]1[CH:66]=[C:65]([NH:67][C:68]([NH:70][C:71](=[O:79])[CH2:72][C:73]2[CH:74]=[CH:75][CH:76]=[CH:77][CH:78]=2)=[S:69])[CH:64]=[CH:63][C:41]=1[O:42][C:43]1[C:52]2[C:47](=[CH:48][C:49]([O:61][CH3:62])=[C:50]([C:53]([NH:55][CH:56]([CH3:60])[C:57]([O:59][C:13]([CH3:16])([CH3:14])[CH3:12])=[O:58])=[O:54])[CH:51]=2)[N:46]=[CH:45][CH:44]=1, predict the reactants needed to synthesize it. The reactants are: Cl.FC1C=C(NC(NC(=O)[CH2:16][C:13]2[CH:14]=CC=C[CH:12]=2)=S)C=CC=1OC1C2C(=C[C:12](OC)=[C:13]([C:16](O)=O)[CH:14]=2)N=CC=1.Cl.[F:39][C:40]1[CH:66]=[C:65]([NH:67][C:68]([NH:70][C:71](=[O:79])[CH2:72][C:73]2[CH:78]=[CH:77][CH:76]=[CH:75][CH:74]=2)=[S:69])[CH:64]=[CH:63][C:41]=1[O:42][C:43]1[C:52]2[C:47](=[CH:48][C:49]([O:61][CH3:62])=[C:50]([C:53]([NH:55][CH:56]([CH3:60])[C:57]([OH:59])=[O:58])=[O:54])[CH:51]=2)[N:46]=[CH:45][CH:44]=1. (2) Given the product [S:26]([C:17]1[CH:18]=[CH:19][C:20]([S:22]([OH:25])(=[O:23])=[O:24])=[CH:21][C:16]=1[N:15]=[C:3]1[CH:4]=[C:5]2[C:14](=[N:13][C:12]3[C:7]([S:6]2)=[CH:8][CH:9]=[CH:10][CH:11]=3)[CH:1]=[CH:2]1)([OH:29])(=[O:27])=[O:28].[S:53]([O:57][O:58][S:59]([O-:62])(=[O:61])=[O:60])([O-:56])(=[O:55])=[O:54].[Na+:31].[Na+:31], predict the reactants needed to synthesize it. The reactants are: [CH:1]1[C:14]2[NH:13][C:12]3[C:7](=[CH:8][CH:9]=[CH:10][CH:11]=3)[S:6][C:5]=2[CH:4]=[CH:3][CH:2]=1.[NH2:15][C:16]1[C:17]([S:26]([OH:29])(=[O:28])=[O:27])=[CH:18][CH:19]=[C:20]([S:22]([OH:25])(=[O:24])=[O:23])[CH:21]=1.[OH-].[Na+:31].C1C2NC3C(=CC=CC=3)SC=2C=CC=1.NC1C=CC=CC=1.[S:53]([O:57][O:58][S:59]([O-:62])(=[O:61])=[O:60])([O-:56])(=[O:55])=[O:54].[Na+].[Na+]. (3) Given the product [CH:1]([C:2]1[C:7]([C:8]([O:10][CH2:11][CH3:12])=[O:9])=[CH:6][N:5]=[C:4]([S:13][CH3:14])[N:3]=1)=[O:15], predict the reactants needed to synthesize it. The reactants are: [CH3:1][C:2]1[C:7]([C:8]([O:10][CH2:11][CH3:12])=[O:9])=[CH:6][N:5]=[C:4]([S:13][CH3:14])[N:3]=1.[O:15]1CCOCC1. (4) Given the product [OH:41][CH2:40][C:39]([NH:38][S:35]([C:31]1[CH:30]=[C:29]([NH:28][C:25]([C:24]2[CH:23]=[N:22][N:15]3[C:16]([C:18]([F:19])([F:21])[F:20])=[CH:17][C:12]([C:4]4[CH:5]=[CH:6][C:7]([C:8]([F:9])([F:11])[F:10])=[C:2]([CH3:1])[CH:3]=4)=[N:13][C:14]=23)=[O:26])[CH:34]=[CH:33][CH:32]=1)(=[O:37])=[O:36])([CH3:43])[CH3:42], predict the reactants needed to synthesize it. The reactants are: [CH3:1][C:2]1[CH:3]=[C:4]([C:12]2[CH:17]=[C:16]([C:18]([F:21])([F:20])[F:19])[N:15]3[N:22]=[CH:23][C:24]([C:25](O)=[O:26])=[C:14]3[N:13]=2)[CH:5]=[CH:6][C:7]=1[C:8]([F:11])([F:10])[F:9].[NH2:28][C:29]1[CH:30]=[C:31]([S:35]([NH:38][C:39]([CH3:43])([CH3:42])[CH2:40][OH:41])(=[O:37])=[O:36])[CH:32]=[CH:33][CH:34]=1. (5) Given the product [Cl:8][C:6]1[CH:5]=[C:4]([CH2:9][S:10]([C:13]2[CH:14]=[C:15]3[C:19](=[CH:20][CH:21]=2)[NH:18][C:17](=[O:22])/[C:16]/3=[CH:23]\[C:24]2[NH:28][C:27]([CH3:29])=[C:26]([C:30]([N:41]3[CH2:42][CH2:43][CH2:44][C@H:40]3[CH2:39][N:34]3[CH2:38][CH2:37][CH2:36][CH2:35]3)=[O:32])[C:25]=2[CH3:33])(=[O:11])=[O:12])[CH:3]=[C:2]([Cl:1])[CH:7]=1, predict the reactants needed to synthesize it. The reactants are: [Cl:1][C:2]1[CH:3]=[C:4]([CH2:9][S:10]([C:13]2[CH:14]=[C:15]3[C:19](=[CH:20][CH:21]=2)[NH:18][C:17](=[O:22])/[C:16]/3=[CH:23]\[C:24]2[NH:28][C:27]([CH3:29])=[C:26]([C:30]([OH:32])=O)[C:25]=2[CH3:33])(=[O:12])=[O:11])[CH:5]=[C:6]([Cl:8])[CH:7]=1.[N:34]1([CH2:39][C@@H:40]2[CH2:44][CH2:43][CH2:42][NH:41]2)[CH2:38][CH2:37][CH2:36][CH2:35]1.C1C=CC2N(O)N=NC=2C=1.CCN=C=NCCCN(C)C.Cl. (6) Given the product [CH:19]1[C:18]([OH:34])=[CH:17][C:16]2[C:12]([CH2:11][CH2:10][NH2:5])=[CH:13][NH:14][C:15]=2[CH:20]=1, predict the reactants needed to synthesize it. The reactants are: [3H]C([N:5]1[C@@H:10]2[CH2:11][C:12]3[C:16]4[C:17](=[CH:18][CH:19]=[CH:20][C:15]=4[NH:14][CH:13]=3)C2=C[C@@H](C(N(CC)CC)=O)C1)([3H])[3H].[Mg+2].[Cl-].[Cl-].C(O)C(N)(CO)C[OH:34].Cl.C(N(CC(O)=O)CC(O)=O)CN(CC(O)=O)CC(O)=O.